From a dataset of Catalyst prediction with 721,799 reactions and 888 catalyst types from USPTO. Predict which catalyst facilitates the given reaction. (1) Reactant: [NH2:1][C:2]1[CH:7]=[CH:6][CH:5]=[CH:4][C:3]=1[NH:8][C:9]([C:11]1[S:15][C:14]([N:16]2[CH2:21][CH2:20][N:19](C(OC(C)(C)C)=O)[CH2:18][CH2:17]2)=[N:13][CH:12]=1)=[O:10].Cl. Product: [NH2:1][C:2]1[CH:7]=[CH:6][CH:5]=[CH:4][C:3]=1[NH:8][C:9]([C:11]1[S:15][C:14]([N:16]2[CH2:17][CH2:18][NH:19][CH2:20][CH2:21]2)=[N:13][CH:12]=1)=[O:10]. The catalyst class is: 12. (2) Reactant: COCCN(S(F)(F)[F:11])CCOC.[Br:14][C:15]1[CH:20]=[CH:19][C:18]([CH:21](O)[C:22]([O:24][CH3:25])=[O:23])=[CH:17][CH:16]=1.C(=O)([O-])O.[Na+]. Product: [Br:14][C:15]1[CH:20]=[CH:19][C:18]([CH:21]([F:11])[C:22]([O:24][CH3:25])=[O:23])=[CH:17][CH:16]=1. The catalyst class is: 2. (3) Reactant: C([Li])CCC.[CH3:6][O:7][C:8]1[CH:9]=[C:10]([NH:14][C:15](=[O:20])[C:16]([CH3:19])([CH3:18])[CH3:17])[CH:11]=[CH:12][CH:13]=1.[O:21]1[CH2:23][CH2:22]1. Product: [OH:21][CH2:22][CH2:23][C:9]1[C:8]([O:7][CH3:6])=[CH:13][CH:12]=[CH:11][C:10]=1[NH:14][C:15](=[O:20])[C:16]([CH3:17])([CH3:19])[CH3:18]. The catalyst class is: 392. (4) Reactant: Cl[C:2]1[N:7]=[C:6]([NH:8][CH2:9][CH2:10][CH2:11][C:12]2[CH:17]=[CH:16][CH:15]=[C:14]([O:18][CH3:19])[CH:13]=2)[C:5]([Cl:20])=[CH:4][N:3]=1.[NH2:21][C:22]1[CH:23]=[C:24]([CH:27]=[CH:28][CH:29]=1)[CH2:25][OH:26].O.C1(C)C=CC(S(O)(=O)=O)=CC=1. Product: [Cl:20][C:5]1[C:6]([NH:8][CH2:9][CH2:10][CH2:11][C:12]2[CH:17]=[CH:16][CH:15]=[C:14]([O:18][CH3:19])[CH:13]=2)=[N:7][C:2]([NH:21][C:22]2[CH:23]=[C:24]([CH2:25][OH:26])[CH:27]=[CH:28][CH:29]=2)=[N:3][CH:4]=1. The catalyst class is: 12.